This data is from Forward reaction prediction with 1.9M reactions from USPTO patents (1976-2016). The task is: Predict the product of the given reaction. (1) Given the reactants [CH:1](NC(C)C)(C)C.[Li]CCCC.[N:13]1([C:23]([O:25][C:26]([CH3:29])([CH3:28])[CH3:27])=[O:24])[CH2:18][CH2:17][O:16][CH:15]([C:19]([O:21][CH3:22])=[O:20])[CH2:14]1, predict the reaction product. The product is: [CH3:22][O:21][C:19]([C:15]1([CH3:1])[O:16][CH2:17][CH2:18][N:13]([C:23]([O:25][C:26]([CH3:29])([CH3:28])[CH3:27])=[O:24])[CH2:14]1)=[O:20]. (2) Given the reactants [Br:1][C:2]1[CH:7]=[C:6]([CH2:8]Br)[CH:5]=[CH:4][N:3]=1.[CH3:10][S:11]([CH3:14])(=[NH:13])=[O:12], predict the reaction product. The product is: [Br:1][C:2]1[CH:7]=[C:6]([CH2:8][N:13]=[S:11]([CH3:14])([CH3:10])=[O:12])[CH:5]=[CH:4][N:3]=1.